From a dataset of CYP2D6 inhibition data for predicting drug metabolism from PubChem BioAssay. Regression/Classification. Given a drug SMILES string, predict its absorption, distribution, metabolism, or excretion properties. Task type varies by dataset: regression for continuous measurements (e.g., permeability, clearance, half-life) or binary classification for categorical outcomes (e.g., BBB penetration, CYP inhibition). Dataset: cyp2d6_veith. (1) The molecule is Cn1cccc1C(=O)N1CCC[C@@]2(CCN(C(=O)Nc3cccc(C#N)c3)C2)C1. The result is 0 (non-inhibitor). (2) The drug is O=C(O)CCCSc1nc2ccccc2s1. The result is 0 (non-inhibitor). (3) The result is 1 (inhibitor). The compound is S=C(Nc1ccc(Cl)cc1)NC1CC2CCCC(C1)N2C1CCCC1. (4) The compound is COC(=O)N1CCC2(CCN(C(=O)Nc3ccccc3)CC2)CC1. The result is 0 (non-inhibitor). (5) The drug is COc1ccc(NC(=O)CC#N)cc1OC. The result is 0 (non-inhibitor). (6) The compound is O=C(c1cc(C(F)(F)F)cc(C(F)(F)F)c1)N1CCC2(CCN(Cc3ccncc3)CC2)CC1. The result is 0 (non-inhibitor).